Dataset: Full USPTO retrosynthesis dataset with 1.9M reactions from patents (1976-2016). Task: Predict the reactants needed to synthesize the given product. (1) Given the product [F:26][C:27]1[CH:28]=[C:29]([CH:33]=[C:34]([I:37])[C:35]=1[CH3:36])[C:30]([NH2:3])=[O:31], predict the reactants needed to synthesize it. The reactants are: Cl.C[N:3](C)CCCN=C=NCC.O.N1(O)C2C=CC=CC=2N=N1.[OH-].[NH4+].[F:26][C:27]1[CH:28]=[C:29]([CH:33]=[C:34]([I:37])[C:35]=1[CH3:36])[C:30](O)=[O:31]. (2) The reactants are: Cl.Cl.Cl.[O:4]1[C:8]2=[C:9]([N:13]3[CH2:18][CH2:17][N:16]([CH2:19][CH2:20][C@H:21]4[CH2:26][CH2:25][C@H:24]([NH2:27])[CH2:23][CH2:22]4)[CH2:15][CH2:14]3)[N:10]=[CH:11][CH:12]=[C:7]2[CH2:6][CH2:5]1.[CH3:28][N:29]1[CH2:34][CH2:33][N:32]([C:35]2[CH:43]=[CH:42][C:38]([C:39](O)=[O:40])=[CH:37][CH:36]=2)[CH2:31][CH2:30]1. Given the product [O:4]1[C:8]2=[C:9]([N:13]3[CH2:18][CH2:17][N:16]([CH2:19][CH2:20][C@H:21]4[CH2:26][CH2:25][C@H:24]([NH:27][C:39](=[O:40])[C:38]5[CH:37]=[CH:36][C:35]([N:32]6[CH2:31][CH2:30][N:29]([CH3:28])[CH2:34][CH2:33]6)=[CH:43][CH:42]=5)[CH2:23][CH2:22]4)[CH2:15][CH2:14]3)[N:10]=[CH:11][CH:12]=[C:7]2[CH2:6][CH2:5]1, predict the reactants needed to synthesize it. (3) Given the product [N+:24]([C:15]1[CH:16]=[C:17]([C:20]([F:21])([F:22])[F:23])[CH:18]=[CH:19][C:14]=1[NH:1][C:2]1[S:6][C:5]2[CH:7]=[CH:8][CH:9]=[CH:10][C:4]=2[C:3]=1[C:11]#[N:12])([O-:26])=[O:25], predict the reactants needed to synthesize it. The reactants are: [NH2:1][C:2]1[S:6][C:5]2[CH:7]=[CH:8][CH:9]=[CH:10][C:4]=2[C:3]=1[C:11]#[N:12].F[C:14]1[CH:19]=[CH:18][C:17]([C:20]([F:23])([F:22])[F:21])=[CH:16][C:15]=1[N+:24]([O-:26])=[O:25].[OH-].[Li+].O. (4) Given the product [Cl:25][C:22]1[CH:21]=[CH:20][C:19]([O:18][C:15]2[CH:16]=[CH:17][C:12]([C:10](=[O:11])[CH2:9][N:1]3[CH:5]=[N:4][CH:3]=[N:2]3)=[C:13]([C:26]([F:27])([F:28])[F:29])[CH:14]=2)=[CH:24][CH:23]=1, predict the reactants needed to synthesize it. The reactants are: [NH:1]1[CH:5]=[N:4][CH:3]=[N:2]1.[H-].[Na+].Br[CH2:9][C:10]([C:12]1[CH:17]=[CH:16][C:15]([O:18][C:19]2[CH:24]=[CH:23][C:22]([Cl:25])=[CH:21][CH:20]=2)=[CH:14][C:13]=1[C:26]([F:29])([F:28])[F:27])=[O:11].[Cl-].[NH4+]. (5) Given the product [F:49][C:48]([F:51])([F:50])[S:45]([O:18][C:15]1[CH:14]=[CH:13][C:12]([C@@H:11]2[C@@H:10]([CH2:19][CH2:20][C@@H:21]([C:23]3[CH:24]=[CH:25][C:26]([F:29])=[CH:27][CH:28]=3)[OH:22])[C:9](=[O:30])[N:8]2[C:5]2[CH:4]=[CH:3][C:2]([F:1])=[CH:7][CH:6]=2)=[CH:17][CH:16]=1)(=[O:47])=[O:46], predict the reactants needed to synthesize it. The reactants are: [F:1][C:2]1[CH:7]=[CH:6][C:5]([N:8]2[C@H:11]([C:12]3[CH:17]=[CH:16][C:15]([OH:18])=[CH:14][CH:13]=3)[C@@H:10]([CH2:19][CH2:20][C@@H:21]([C:23]3[CH:28]=[CH:27][C:26]([F:29])=[CH:25][CH:24]=3)[OH:22])[C:9]2=[O:30])=[CH:4][CH:3]=1.C(N(CC)CC)C.C1C=CC(N([S:45]([C:48]([F:51])([F:50])[F:49])(=[O:47])=[O:46])[S:45]([C:48]([F:51])([F:50])[F:49])(=[O:47])=[O:46])=CC=1.O. (6) Given the product [CH3:58][N:59]([CH3:64])[CH2:60][C:61]([NH:23][C:24]1[CH:25]=[CH:26][C:27]([N:30]2[CH:34]=[CH:33][N:32]([C:35]3[CH:40]=[CH:39][C:38]([O:41][C:42]4[CH:47]=[CH:46][CH:45]=[CH:44][CH:43]=4)=[CH:37][CH:36]=3)[C:31]2=[O:48])=[CH:28][CH:29]=1)=[O:62], predict the reactants needed to synthesize it. The reactants are: [B-](F)(F)(F)F.CCOC(C(C#N)=NOC(N(C)C)=[N+](C)C)=O.[NH2:23][C:24]1[CH:29]=[CH:28][C:27]([N:30]2[CH:34]=[CH:33][N:32]([C:35]3[CH:40]=[CH:39][C:38]([O:41][C:42]4[CH:47]=[CH:46][CH:45]=[CH:44][CH:43]=4)=[CH:37][CH:36]=3)[C:31]2=[O:48])=[CH:26][CH:25]=1.CCN(C(C)C)C(C)C.[CH3:58][N:59]([CH3:64])[CH2:60][C:61](O)=[O:62]. (7) Given the product [F:19][C:20]1[CH:28]=[CH:27][CH:26]=[C:25]2[C:21]=1[CH2:22][CH:23]([CH3:29])[N:24]2[C:15](=[O:17])[CH2:14][C:9]1[NH:10][C:11](=[O:13])[CH:12]=[C:7]([N:1]2[CH2:2][CH2:3][O:4][CH2:5][CH2:6]2)[N:8]=1, predict the reactants needed to synthesize it. The reactants are: [N:1]1([C:7]2[N:8]=[C:9]([CH2:14][C:15]([O-:17])=O)[NH:10][C:11](=[O:13])[CH:12]=2)[CH2:6][CH2:5][O:4][CH2:3][CH2:2]1.[Na+].[F:19][C:20]1[CH:28]=[CH:27][CH:26]=[C:25]2[C:21]=1[CH2:22][CH:23]([CH3:29])[NH:24]2.Cl.CN(C)CCCN=C=NCC.